Dataset: Forward reaction prediction with 1.9M reactions from USPTO patents (1976-2016). Task: Predict the product of the given reaction. (1) Given the reactants [NH2:1][C:2]1[C:7]2[NH:8][C:9]([C:11]3[CH:16]=[CH:15][C:14]([Br:17])=[CH:13][CH:12]=3)=[N:10][C:6]=2[CH:5]=[C:4]([NH:18][C:19]([O:21][CH3:22])=[O:20])[CH:3]=1.[C:23](OC(=O)C)(=[O:25])[CH3:24], predict the reaction product. The product is: [C:23]([NH:1][C:2]1[C:7]2[NH:8][C:9]([C:11]3[CH:16]=[CH:15][C:14]([Br:17])=[CH:13][CH:12]=3)=[N:10][C:6]=2[CH:5]=[C:4]([NH:18][C:19]([O:21][CH3:22])=[O:20])[CH:3]=1)(=[O:25])[CH3:24]. (2) Given the reactants [F:1][C:2]1[CH:7]=[CH:6][C:5]([C:8]([C:10]2[N:19]=[C:18]([NH:20][C:21]3[CH:25]=[C:24]([CH3:26])[NH:23][N:22]=3)[C:17]3[C:12](=[CH:13][CH:14]=[CH:15][CH:16]=3)[N:11]=2)=[O:9])=[CH:4][CH:3]=1.[CH2:27](O)[CH2:28][OH:29].O.C1(C)C=CC(S(O)(=O)=O)=CC=1, predict the reaction product. The product is: [F:1][C:2]1[CH:7]=[CH:6][C:5]([C:8]2([C:10]3[N:19]=[C:18]([NH:20][C:21]4[CH:25]=[C:24]([CH3:26])[NH:23][N:22]=4)[C:17]4[C:12](=[CH:13][CH:14]=[CH:15][CH:16]=4)[N:11]=3)[O:29][CH2:28][CH2:27][O:9]2)=[CH:4][CH:3]=1. (3) Given the reactants [Cl:1][C:2]1[CH:3]=[C:4]2[C:9](=[CH:10][CH:11]=1)[NH:8][CH:7]([C:12](O)=[O:13])[CH2:6][CH2:5]2.S(C)C.CO.Cl, predict the reaction product. The product is: [Cl:1][C:2]1[CH:3]=[C:4]2[C:9](=[CH:10][CH:11]=1)[NH:8][CH:7]([CH2:12][OH:13])[CH2:6][CH2:5]2. (4) Given the reactants [Cl-].Cl[CH2:3][CH2:4][NH2+:5][CH:6]([CH:8]1[CH2:13][CH2:12][CH2:11][CH2:10][CH2:9]1)[CH3:7].[CH3:14][C:15]1[CH:20]=[C:19]([N+:21]([O-:23])=[O:22])[CH:18]=[CH:17][C:16]=1[N:24]=[C:25]=[S:26], predict the reaction product. The product is: [CH3:14][C:15]1[CH:20]=[C:19]([N+:21]([O-:23])=[O:22])[CH:18]=[CH:17][C:16]=1[N:24]=[C:25]1[N:5]([CH:6]([CH:8]2[CH2:13][CH2:12][CH2:11][CH2:10][CH2:9]2)[CH3:7])[CH2:4][CH2:3][S:26]1. (5) The product is: [C:13]([C:12]1[NH:1][C:2]2[C:3]([CH:11]=1)=[CH:4][CH:5]=[C:6]([CH:8]1[CH2:10][CH2:9]1)[CH:7]=2)([CH3:16])([CH3:15])[CH3:14]. Given the reactants [NH2:1][C:2]1[CH:7]=[C:6]([CH:8]2[CH2:10][CH2:9]2)[CH:5]=[CH:4][C:3]=1[CH2:11][CH:12](O)[C:13]([CH3:16])([CH3:15])[CH3:14].BrC1C(C)=CC(C)=CC=1C.C(=O)([O-])[O-].[K+].[K+].O, predict the reaction product. (6) The product is: [CH2:18]([O:17][C:13]1[CH:12]=[C:11]([C:10]2[C:3]3[C:2]([NH2:1])=[N:7][CH:6]=[N:5][C:4]=3[N:8]([C@H:27]3[CH2:28][C@@H:29]([CH2:31][N:44]4[CH2:48][CH2:47][CH2:46][CH2:45]4)[CH2:30]3)[C:9]=2[CH2:25][CH3:26])[CH:16]=[CH:15][CH:14]=1)[C:19]1[CH:24]=[CH:23][CH:22]=[CH:21][CH:20]=1. Given the reactants [NH2:1][C:2]1[C:3]2[C:10]([C:11]3[CH:16]=[CH:15][CH:14]=[C:13]([O:17][CH2:18][C:19]4[CH:24]=[CH:23][CH:22]=[CH:21][CH:20]=4)[CH:12]=3)=[C:9]([CH2:25][CH3:26])[N:8]([C@@H:27]3[CH2:30][C@H:29]([CH2:31]O)[CH2:28]3)[C:4]=2[N:5]=[CH:6][N:7]=1.C1(C)C=CC(S(Cl)(=O)=O)=CC=1.[NH:44]1[CH2:48][CH2:47][CH2:46][CH2:45]1, predict the reaction product. (7) Given the reactants [OH:1][C:2]1[CH:3]=[C:4]([CH2:9][C:10](=[O:14])[C:11]([OH:13])=[O:12])[CH:5]=[CH:6][C:7]=1[OH:8], predict the reaction product. The product is: [OH:1][C:2]1[CH:3]=[C:4]([CH2:9][CH:10]([OH:14])[C:11]([OH:13])=[O:12])[CH:5]=[CH:6][C:7]=1[OH:8].